Dataset: Peptide-MHC class I binding affinity with 185,985 pairs from IEDB/IMGT. Task: Regression. Given a peptide amino acid sequence and an MHC pseudo amino acid sequence, predict their binding affinity value. This is MHC class I binding data. (1) The peptide sequence is STMRRMALR. The MHC is HLA-B15:42 with pseudo-sequence HLA-B15:42. The binding affinity (normalized) is 0.213. (2) The peptide sequence is KTMNNYMIK. The MHC is HLA-A31:01 with pseudo-sequence HLA-A31:01. The binding affinity (normalized) is 0.706. (3) The peptide sequence is QSKYCHGILL. The MHC is HLA-A68:01 with pseudo-sequence HLA-A68:01. The binding affinity (normalized) is 0. (4) The peptide sequence is SLIVNYLHL. The MHC is H-2-Db with pseudo-sequence H-2-Db. The binding affinity (normalized) is 0.742. (5) The peptide sequence is KPFNNILDL. The binding affinity (normalized) is 0. The MHC is HLA-B18:01 with pseudo-sequence HLA-B18:01.